This data is from Reaction yield outcomes from USPTO patents with 853,638 reactions. The task is: Predict the reaction yield, written as a fraction of the theoretical maximum amount of product (1.0 means a 100% yield; for example, 0.34 means a 34% yield). (1) The reactants are [Br:1][C:2]1[CH:3]=[C:4]([N:9]2[C:13](=[O:14])[O:12][N:11]=[C:10]2[C:15]2[C:16]([NH:20][C:21](=O)C(F)(F)F)=[N:17][O:18][N:19]=2)[CH:5]=[CH:6][C:7]=1[F:8].C(=O)([O-])[O-].[K+].[K+].CI. The catalyst is CN(C)C=O.O.[Cl-].[Na+].O. The product is [Br:1][C:2]1[CH:3]=[C:4]([N:9]2[C:13](=[O:14])[O:12][N:11]=[C:10]2[C:15]2[C:16]([NH:20][CH3:21])=[N:17][O:18][N:19]=2)[CH:5]=[CH:6][C:7]=1[F:8]. The yield is 0.810. (2) The reactants are [C:1]([C:5]1[CH:10]=[C:9]([F:11])[C:8]([N+:12]([O-])=O)=[CH:7][C:6]=1[OH:15])([CH3:4])([CH3:3])[CH3:2].C([O-])=O.[NH4+]. The catalyst is CCO.[Pd]. The product is [C:1]([C:5]1[CH:10]=[C:9]([F:11])[C:8]([NH2:12])=[CH:7][C:6]=1[OH:15])([CH3:4])([CH3:2])[CH3:3]. The yield is 0.830. (3) The reactants are [Cl:1][C:2]1[N:7]=[CH:6][C:5]([CH2:8][NH:9][C:10](=O)[C:11]2[CH:16]=[CH:15][C:14](/[CH:17]=[CH:18]/[CH:19]([C:24]3[CH:29]=[C:28]([Cl:30])[CH:27]=[C:26]([Cl:31])[CH:25]=3)[C:20]([F:23])([F:22])[F:21])=[CH:13][C:12]=2[CH3:32])=[CH:4][CH:3]=1.COC1C=CC(P2(SP(C3C=CC(OC)=CC=3)(=S)S2)=[S:43])=CC=1. The catalyst is C1(C)C=CC=CC=1. The product is [Cl:1][C:2]1[N:7]=[CH:6][C:5]([CH2:8][NH:9][C:10](=[S:43])[C:11]2[CH:16]=[CH:15][C:14](/[CH:17]=[CH:18]/[CH:19]([C:24]3[CH:29]=[C:28]([Cl:30])[CH:27]=[C:26]([Cl:31])[CH:25]=3)[C:20]([F:23])([F:22])[F:21])=[CH:13][C:12]=2[CH3:32])=[CH:4][CH:3]=1. The yield is 0.490. (4) The reactants are [Br:1][C:2]1[CH:10]=[C:6]([C:7]([OH:9])=O)[C:5]([OH:11])=[CH:4][CH:3]=1.[C:12]([O:16][C:17](=[O:33])[NH:18][CH:19]1[CH2:24][CH2:23][N:22]([C:25]2[CH:30]=[CH:29][C:28]([NH2:31])=[CH:27][C:26]=2[F:32])[CH2:21][CH2:20]1)([CH3:15])([CH3:14])[CH3:13].Cl.C(N=C=NCCCN(C)C)C.ON1C2C=CC=CC=2N=N1.C(N(CC)CC)C.C(=O)([O-])O.[Na+]. The catalyst is O.CN(C)C=O. The product is [C:12]([O:16][C:17](=[O:33])[NH:18][CH:19]1[CH2:24][CH2:23][N:22]([C:25]2[CH:30]=[CH:29][C:28]([NH:31][C:7](=[O:9])[C:6]3[CH:10]=[C:2]([Br:1])[CH:3]=[CH:4][C:5]=3[OH:11])=[CH:27][C:26]=2[F:32])[CH2:21][CH2:20]1)([CH3:15])([CH3:13])[CH3:14]. The yield is 0.470.